Task: Predict the reactants needed to synthesize the given product.. Dataset: Full USPTO retrosynthesis dataset with 1.9M reactions from patents (1976-2016) The reactants are: FC(F)(F)C(O)=O.[Cl:8][C:9]1[CH:10]=[CH:11][C:12]([O:36][CH:37]([F:39])[F:38])=[C:13]([C:15]2[C:19]([NH:20][C:21]([C:23]3[CH:24]=[N:25][N:26]4[CH:31]=[CH:30][CH:29]=[N:28][C:27]=34)=[O:22])=[CH:18][N:17]([CH2:32][C:33](O)=[O:34])[N:16]=2)[CH:14]=1.Cl.[N:41]1([CH:47]2[CH2:52][CH2:51][O:50][C:49](=[O:53])[CH2:48]2)[CH2:46][CH2:45][NH:44][CH2:43][CH2:42]1.CCN(C(C)C)C(C)C.CN(C(ON1N=NC2C=CC=NC1=2)=[N+](C)C)C.F[P-](F)(F)(F)(F)F. Given the product [Cl:8][C:9]1[CH:10]=[CH:11][C:12]([O:36][CH:37]([F:39])[F:38])=[C:13]([C:15]2[C:19]([NH:20][C:21]([C:23]3[CH:24]=[N:25][N:26]4[CH:31]=[CH:30][CH:29]=[N:28][C:27]=34)=[O:22])=[CH:18][N:17]([CH2:32][C:33](=[O:34])[N:44]3[CH2:43][CH2:42][N:41]([CH:47]4[CH2:52][CH2:51][O:50][C:49](=[O:53])[CH2:48]4)[CH2:46][CH2:45]3)[N:16]=2)[CH:14]=1, predict the reactants needed to synthesize it.